From a dataset of Full USPTO retrosynthesis dataset with 1.9M reactions from patents (1976-2016). Predict the reactants needed to synthesize the given product. Given the product [CH2:21]([O:26][O:12][CH2:13][C:14]1[CH:15]=[CH:16][CH:17]=[CH:20][CH:19]=1)[C:22]1[CH:24]=[CH:3][CH:2]=[CH:1][CH:23]=1, predict the reactants needed to synthesize it. The reactants are: [C:1](OCC)(=O)[CH:2]=[CH2:3].C([O:12][CH2:13][CH:14]([CH2:19][CH3:20])[CH2:15][CH2:16][CH2:17]C)(=O)C=C.[C:21]([O:26]C)(=O)[C:22]([CH3:24])=[CH2:23].C(OCCO)(=O)C=C.